Dataset: Full USPTO retrosynthesis dataset with 1.9M reactions from patents (1976-2016). Task: Predict the reactants needed to synthesize the given product. (1) Given the product [C:55]([Si:59]([CH3:65])([CH3:66])[O:60][CH2:31][CH2:26][CH2:25][O:24][C:19]1[C:20]([O:22][CH3:23])=[CH:21][C:16]2[C:15](=[O:35])[N:6]3[CH2:7][C:8]4[C:13](=[CH:12][CH:11]=[CH:10][CH:9]=4)[CH2:14][CH:5]3[C:3](=[O:4])[N:32]([CH2:71][O:70][CH2:69][CH2:68][Si:59]([CH3:66])([CH3:65])[CH3:55])[C:17]=2[CH:18]=1)([CH3:56])([CH3:57])[CH3:58], predict the reactants needed to synthesize it. The reactants are: CO[C:3]([CH:5]1[CH2:14][C:13]2[C:8](=[CH:9][CH:10]=[CH:11][CH:12]=2)[CH2:7][N:6]1[C:15](=[O:35])[C:16]1[CH:21]=[C:20]([O:22][CH3:23])[C:19]([O:24][CH2:25][C:26]2[CH:31]=CC=CC=2)=[CH:18][C:17]=1[N+:32]([O-])=O)=[O:4].C1(P(C2C=CC=CC=2)C2C=CC=CC=2)C=CC=CC=1.[C:55]([Si:59]([CH3:66])([CH3:65])[O:60]CCCO)([CH3:58])([CH3:57])[CH3:56].C1[CH2:71][O:70][CH2:69][CH2:68]1. (2) Given the product [CH2:1]([NH:3][C:4]([N:7]1[C:8](=[O:15])[C:9]2[CH:14]=[CH:13][CH:12]=[CH:11][C:10]=2[O:6]1)=[O:5])[CH3:2], predict the reactants needed to synthesize it. The reactants are: [CH2:1]([N:3]=[C:4]=[O:5])[CH3:2].[O:6]1[C:10]2[CH:11]=[CH:12][CH:13]=[CH:14][C:9]=2[C:8](=[O:15])[NH:7]1.